Dataset: Catalyst prediction with 721,799 reactions and 888 catalyst types from USPTO. Task: Predict which catalyst facilitates the given reaction. (1) Reactant: [N:1]1[CH:6]=[C:5]([CH2:7][C:8]#[N:9])[CH:4]=[N:3][CH:2]=1.Br[CH2:11][CH:12]1[CH2:14][CH2:13]1.[H-].[Na+]. Product: [CH:12]1([CH2:11][CH:7]([C:5]2[CH:6]=[N:1][CH:2]=[N:3][CH:4]=2)[C:8]#[N:9])[CH2:14][CH2:13]1. The catalyst class is: 3. (2) Reactant: [Cl:1][C:2]1[CH:3]=[C:4]2[C:9](=[CH:10][C:11]=1[N:12]1[CH2:17][C:16]3[C:18]([CH:25]4[CH2:27][CH2:26]4)=[N:19][C:20]([C:22](O)=[O:23])=[CH:21][C:15]=3[NH:14][C:13]1=[O:28])[O:8][CH:7]([C:29]1[C:34]([F:35])=[CH:33][CH:32]=[CH:31][N:30]=1)[CH2:6][CH2:5]2.[NH:36]1[CH2:41][CH2:40][O:39][CH2:38][CH2:37]1.C1C=CC2N(O)N=NC=2C=1.CCN=C=NCCCN(C)C. Product: [Cl:1][C:2]1[CH:3]=[C:4]2[C:9](=[CH:10][C:11]=1[N:12]1[CH2:17][C:16]3[C:18]([CH:25]4[CH2:27][CH2:26]4)=[N:19][C:20]([C:22]([N:36]4[CH2:41][CH2:40][O:39][CH2:38][CH2:37]4)=[O:23])=[CH:21][C:15]=3[NH:14][C:13]1=[O:28])[O:8][CH:7]([C:29]1[C:34]([F:35])=[CH:33][CH:32]=[CH:31][N:30]=1)[CH2:6][CH2:5]2. The catalyst class is: 18.